This data is from Forward reaction prediction with 1.9M reactions from USPTO patents (1976-2016). The task is: Predict the product of the given reaction. (1) Given the reactants Br[C:2]1[CH:7]=[CH:6][C:5]([NH:8][C:9](=[O:15])[O:10][C:11]([CH3:14])([CH3:13])[CH3:12])=[C:4]([N+:16]([O-:18])=[O:17])[CH:3]=1.C([O-])([O-])=O.[K+].[K+].C(O)C.[S:28]1[CH:32]=[CH:31][C:30](B(O)O)=[CH:29]1, predict the reaction product. The product is: [N+:16]([C:4]1[CH:3]=[C:2]([C:30]2[CH:31]=[CH:32][S:28][CH:29]=2)[CH:7]=[CH:6][C:5]=1[NH:8][C:9](=[O:15])[O:10][C:11]([CH3:14])([CH3:13])[CH3:12])([O-:18])=[O:17]. (2) Given the reactants [CH3:1][O:2][C:3]1[CH:21]=[CH:20][CH:19]=[CH:18][C:4]=1[CH2:5][NH:6][C:7]1[O:8][CH2:9][C:10]2[CH:16]=[C:15]([NH2:17])[CH:14]=[CH:13][C:11]=2[N:12]=1.[Cl:22][CH2:23][C:24](Cl)=[O:25], predict the reaction product. The product is: [Cl:22][CH2:23][C:24]([NH:17][C:15]1[CH:14]=[CH:13][C:11]2[N:12]=[C:7]([NH:6][CH2:5][C:4]3[CH:18]=[CH:19][CH:20]=[CH:21][C:3]=3[O:2][CH3:1])[O:8][CH2:9][C:10]=2[CH:16]=1)=[O:25].